From a dataset of Forward reaction prediction with 1.9M reactions from USPTO patents (1976-2016). Predict the product of the given reaction. Given the reactants C[O:2][C:3](=[O:29])[C:4]1[CH:9]=[CH:8][CH:7]=[C:6]([S:10][C:11]2[C:19]3[C:14](=[CH:15][C:16]([Br:20])=[CH:17][CH:18]=3)[N:13]([CH2:21][C:22]3[CH:27]=[CH:26][CH:25]=[CH:24][CH:23]=3)[C:12]=2[CH3:28])[CH:5]=1.[Li+].[OH-], predict the reaction product. The product is: [CH2:21]([N:13]1[C:14]2[C:19](=[CH:18][CH:17]=[C:16]([Br:20])[CH:15]=2)[C:11]([S:10][C:6]2[CH:5]=[C:4]([CH:9]=[CH:8][CH:7]=2)[C:3]([OH:29])=[O:2])=[C:12]1[CH3:28])[C:22]1[CH:23]=[CH:24][CH:25]=[CH:26][CH:27]=1.